Regression/Classification. Given a drug SMILES string, predict its absorption, distribution, metabolism, or excretion properties. Task type varies by dataset: regression for continuous measurements (e.g., permeability, clearance, half-life) or binary classification for categorical outcomes (e.g., BBB penetration, CYP inhibition). Dataset: cyp3a4_veith. From a dataset of CYP3A4 inhibition data for predicting drug metabolism from PubChem BioAssay. (1) The result is 0 (non-inhibitor). The molecule is CN1CCC2(CC1)CCN(C(=O)c1cccc(F)c1)CC2. (2) The drug is Cn1c(=O)cc(OCCCC(=O)Nc2cccnc2)c2ccccc21. The result is 1 (inhibitor). (3) The drug is CS(=O)(=O)N1CCC2(CC1)CN(c1ccc(-c3ccccc3)cc1)C2. The result is 0 (non-inhibitor). (4) The drug is CN1CCN([C@@H](c2ccccc2)c2ccc(Cl)cc2)CC1. The result is 0 (non-inhibitor). (5) The molecule is C[C@@H](SCc1ccccc1)C(=O)O. The result is 0 (non-inhibitor). (6) The compound is CCS(=O)(=O)N1CCC(C(=O)NCc2cccnc2)CC1. The result is 0 (non-inhibitor). (7) The molecule is O=C(NCP(=O)(O)O)c1cccnc1. The result is 0 (non-inhibitor).